This data is from Peptide-MHC class II binding affinity with 134,281 pairs from IEDB. The task is: Regression. Given a peptide amino acid sequence and an MHC pseudo amino acid sequence, predict their binding affinity value. This is MHC class II binding data. (1) The peptide sequence is TDTTPFGQQRVFKEK. The MHC is DRB1_0405 with pseudo-sequence DRB1_0405. The binding affinity (normalized) is 0.520. (2) The peptide sequence is RLNDTWKLERAVLGEVK. The binding affinity (normalized) is 0.395. The MHC is DRB5_0101 with pseudo-sequence DRB5_0101. (3) The peptide sequence is REFLKTVRAVLMELR. The MHC is H-2-IAd with pseudo-sequence H-2-IAd. The binding affinity (normalized) is 0.522. (4) The peptide sequence is VIDVKLVDANGTLHD. The MHC is DRB3_0202 with pseudo-sequence DRB3_0202. The binding affinity (normalized) is 0. (5) The peptide sequence is QMKDCTERQANFLGKIW. The MHC is DRB1_0802 with pseudo-sequence DRB1_0802. The binding affinity (normalized) is 0.244.